This data is from Peptide-MHC class I binding affinity with 185,985 pairs from IEDB/IMGT. The task is: Regression. Given a peptide amino acid sequence and an MHC pseudo amino acid sequence, predict their binding affinity value. This is MHC class I binding data. (1) The peptide sequence is RPRPPARSL. The MHC is HLA-B07:02 with pseudo-sequence HLA-B07:02. The binding affinity (normalized) is 1.00. (2) The peptide sequence is AVEGGLYPV. The MHC is HLA-B15:01 with pseudo-sequence HLA-B15:01. The binding affinity (normalized) is 0.213.